This data is from Catalyst prediction with 721,799 reactions and 888 catalyst types from USPTO. The task is: Predict which catalyst facilitates the given reaction. (1) Reactant: [C:1]([O:5][C:6](=[O:21])[CH2:7][C@@H:8]([CH2:12][CH2:13][CH2:14][CH:15]1[CH2:20][CH2:19][CH2:18][CH2:17][CH2:16]1)[C:9]([OH:11])=O)([CH3:4])([CH3:3])[CH3:2].C(N1C=CN=C1)(N1C=CN=C1)=O.O[NH:35][C:36](=[NH:38])[CH3:37]. Product: [CH:15]1([CH2:14][CH2:13][CH2:12][C@@H:8]([C:9]2[O:11][N:38]=[C:36]([CH3:37])[N:35]=2)[CH2:7][C:6]([O:5][C:1]([CH3:2])([CH3:3])[CH3:4])=[O:21])[CH2:20][CH2:19][CH2:18][CH2:17][CH2:16]1. The catalyst class is: 4. (2) Reactant: [F:1][C:2]1[CH:7]=[CH:6][C:5]([CH2:8][C:9]2[CH:18]=[C:17]3[C:12]([C:13]([OH:26])=[C:14]([C:21](OCC)=[O:22])[C:15](=[O:20])[N:16]3[CH3:19])=[N:11][CH:10]=2)=[CH:4][CH:3]=1.CN1C(=O)CCC1.[CH2:34]([CH2:36][NH2:37])[OH:35].Cl. Product: [F:1][C:2]1[CH:7]=[CH:6][C:5]([CH2:8][C:9]2[CH:18]=[C:17]3[C:12]([C:13]([OH:26])=[C:14]([C:21]([NH:37][CH2:36][CH2:34][OH:35])=[O:22])[C:15](=[O:20])[N:16]3[CH3:19])=[N:11][CH:10]=2)=[CH:4][CH:3]=1. The catalyst class is: 88.